This data is from Reaction yield outcomes from USPTO patents with 853,638 reactions. The task is: Predict the reaction yield, written as a fraction of the theoretical maximum amount of product (1.0 means a 100% yield; for example, 0.34 means a 34% yield). The reactants are [NH2:1][C:2]1([C:5]([O:7][CH3:8])=[O:6])[CH2:4][CH2:3]1.C([O-])(O)=O.[Na+].Cl[C:15]([O:17][CH2:18][C:19]1[CH:24]=[CH:23][CH:22]=[CH:21][CH:20]=1)=[O:16]. The catalyst is C(Cl)Cl.O. The product is [C:19]1([CH2:18][O:17][C:15]([NH:1][C:2]2([C:5]([O:7][CH3:8])=[O:6])[CH2:4][CH2:3]2)=[O:16])[CH:24]=[CH:23][CH:22]=[CH:21][CH:20]=1. The yield is 0.460.